Dataset: NCI-60 drug combinations with 297,098 pairs across 59 cell lines. Task: Regression. Given two drug SMILES strings and cell line genomic features, predict the synergy score measuring deviation from expected non-interaction effect. (1) Drug 1: CCC1=C2CN3C(=CC4=C(C3=O)COC(=O)C4(CC)O)C2=NC5=C1C=C(C=C5)O. Drug 2: CN(C(=O)NC(C=O)C(C(C(CO)O)O)O)N=O. Cell line: SK-MEL-5. Synergy scores: CSS=23.1, Synergy_ZIP=-6.53, Synergy_Bliss=-1.67, Synergy_Loewe=-20.5, Synergy_HSA=-3.23. (2) Drug 2: CC12CCC3C(C1CCC2=O)CC(=C)C4=CC(=O)C=CC34C. Drug 1: CN1CCC(CC1)COC2=C(C=C3C(=C2)N=CN=C3NC4=C(C=C(C=C4)Br)F)OC. Cell line: SF-539. Synergy scores: CSS=19.0, Synergy_ZIP=-2.39, Synergy_Bliss=-1.42, Synergy_Loewe=-2.39, Synergy_HSA=-0.246. (3) Drug 1: CC1=C(C(CCC1)(C)C)C=CC(=CC=CC(=CC(=O)O)C)C. Drug 2: CCCCCOC(=O)NC1=NC(=O)N(C=C1F)C2C(C(C(O2)C)O)O. Cell line: HCT116. Synergy scores: CSS=-1.40, Synergy_ZIP=3.63, Synergy_Bliss=7.36, Synergy_Loewe=-0.649, Synergy_HSA=-1.81. (4) Drug 2: CC1=C(C(=O)C2=C(C1=O)N3CC4C(C3(C2COC(=O)N)OC)N4)N. Cell line: NCI/ADR-RES. Synergy scores: CSS=12.0, Synergy_ZIP=-1.99, Synergy_Bliss=-0.369, Synergy_Loewe=-10.4, Synergy_HSA=-3.58. Drug 1: CC1=CC=C(C=C1)C2=CC(=NN2C3=CC=C(C=C3)S(=O)(=O)N)C(F)(F)F. (5) Drug 1: CNC(=O)C1=CC=CC=C1SC2=CC3=C(C=C2)C(=NN3)C=CC4=CC=CC=N4. Drug 2: C1=CN(C=N1)CC(O)(P(=O)(O)O)P(=O)(O)O. Cell line: A498. Synergy scores: CSS=9.44, Synergy_ZIP=-0.461, Synergy_Bliss=5.75, Synergy_Loewe=1.10, Synergy_HSA=5.18. (6) Drug 1: CC1OCC2C(O1)C(C(C(O2)OC3C4COC(=O)C4C(C5=CC6=C(C=C35)OCO6)C7=CC(=C(C(=C7)OC)O)OC)O)O. Drug 2: C1=NC2=C(N1)C(=S)N=C(N2)N. Cell line: HL-60(TB). Synergy scores: CSS=72.2, Synergy_ZIP=-1.65, Synergy_Bliss=-2.30, Synergy_Loewe=-5.73, Synergy_HSA=0.303. (7) Drug 1: CC12CCC(CC1=CCC3C2CCC4(C3CC=C4C5=CN=CC=C5)C)O. Drug 2: CC1=CC=C(C=C1)C2=CC(=NN2C3=CC=C(C=C3)S(=O)(=O)N)C(F)(F)F. Cell line: COLO 205. Synergy scores: CSS=4.08, Synergy_ZIP=1.66, Synergy_Bliss=4.85, Synergy_Loewe=0.451, Synergy_HSA=0.572. (8) Drug 1: C1=CC(=CC=C1CCC2=CNC3=C2C(=O)NC(=N3)N)C(=O)NC(CCC(=O)O)C(=O)O. Drug 2: COC1=C2C(=CC3=C1OC=C3)C=CC(=O)O2. Cell line: HT29. Synergy scores: CSS=35.6, Synergy_ZIP=0.152, Synergy_Bliss=-1.38, Synergy_Loewe=-20.4, Synergy_HSA=-0.0796. (9) Drug 1: C(=O)(N)NO. Drug 2: C1CN(CCN1C(=O)CCBr)C(=O)CCBr. Cell line: K-562. Synergy scores: CSS=40.1, Synergy_ZIP=-2.82, Synergy_Bliss=-0.914, Synergy_Loewe=5.41, Synergy_HSA=4.15. (10) Drug 1: CC1=C(C=C(C=C1)NC2=NC=CC(=N2)N(C)C3=CC4=NN(C(=C4C=C3)C)C)S(=O)(=O)N.Cl. Drug 2: CC1=CC=C(C=C1)C2=CC(=NN2C3=CC=C(C=C3)S(=O)(=O)N)C(F)(F)F. Cell line: ACHN. Synergy scores: CSS=12.5, Synergy_ZIP=3.73, Synergy_Bliss=5.73, Synergy_Loewe=5.75, Synergy_HSA=7.07.